From a dataset of Full USPTO retrosynthesis dataset with 1.9M reactions from patents (1976-2016). Predict the reactants needed to synthesize the given product. (1) Given the product [CH2:22]([NH:23][C:2]1[N:9]=[C:8]([CH3:10])[CH:7]=[C:6]([O:11][CH2:12][C:13]2[CH:18]=[CH:17][C:16]([O:19][CH3:20])=[CH:15][CH:14]=2)[C:3]=1[C:4]#[N:5])[CH3:21], predict the reactants needed to synthesize it. The reactants are: Cl[C:2]1[N:9]=[C:8]([CH3:10])[CH:7]=[C:6]([O:11][CH2:12][C:13]2[CH:18]=[CH:17][C:16]([O:19][CH3:20])=[CH:15][CH:14]=2)[C:3]=1[C:4]#[N:5].[CH3:21][CH2:22][N:23](C(C)C)C(C)C.C(N)C. (2) Given the product [Cl:1][C:2]1[CH:7]=[CH:6][C:5]([C:8]2[N:13]=[C:12]([C:14]([Cl:24])=[O:15])[CH:11]=[C:10]([Cl:17])[C:9]=2[Cl:18])=[C:4]([F:19])[C:3]=1[O:20][CH3:21], predict the reactants needed to synthesize it. The reactants are: [Cl:1][C:2]1[CH:7]=[CH:6][C:5]([C:8]2[N:13]=[C:12]([C:14](O)=[O:15])[CH:11]=[C:10]([Cl:17])[C:9]=2[Cl:18])=[C:4]([F:19])[C:3]=1[O:20][CH3:21].S(Cl)([Cl:24])=O.C1(C)C=CC=CC=1.